From a dataset of Peptide-MHC class I binding affinity with 185,985 pairs from IEDB/IMGT. Regression. Given a peptide amino acid sequence and an MHC pseudo amino acid sequence, predict their binding affinity value. This is MHC class I binding data. (1) The peptide sequence is QFLGQQQPF. The MHC is HLA-A01:01 with pseudo-sequence HLA-A01:01. The binding affinity (normalized) is 0. (2) The peptide sequence is ALLSRFFNM. The MHC is HLA-A02:01 with pseudo-sequence HLA-A02:01. The binding affinity (normalized) is 1.00. (3) The peptide sequence is GAMTAGIFLF. The MHC is HLA-A23:01 with pseudo-sequence HLA-A23:01. The binding affinity (normalized) is 0.608. (4) The peptide sequence is LLLISGALFL. The MHC is HLA-A02:01 with pseudo-sequence HLA-A02:01. The binding affinity (normalized) is 0.787. (5) The peptide sequence is RINEEKHEK. The MHC is HLA-A31:01 with pseudo-sequence HLA-A31:01. The binding affinity (normalized) is 0.428. (6) The binding affinity (normalized) is 0.151. The MHC is HLA-A02:06 with pseudo-sequence HLA-A02:06. The peptide sequence is NAMVTLRKE.